Dataset: Reaction yield outcomes from USPTO patents with 853,638 reactions. Task: Predict the reaction yield, written as a fraction of the theoretical maximum amount of product (1.0 means a 100% yield; for example, 0.34 means a 34% yield). (1) The product is [ClH:34].[CH2:61]([NH:60][C:59]([C@@H:58]1[C:57]([CH3:66])([CH3:65])[S:56][CH2:55][NH:54]1)=[O:64])[CH:62]=[CH2:63]. The reactants are C(OC(N1[C@H](C(O)=O)C(C)(C)SC1)=O)(C)(C)C.C1(OP([Cl:34])(OC2C=CC=CC=2)=O)C=CC=CC=1.CCN(CC)CC.C(N)C=C.Cl.C(OC([N:54]1[C@H:58]([C:59](=[O:64])[NH:60][CH2:61][CH:62]=[CH2:63])[C:57]([CH3:66])([CH3:65])[S:56][CH2:55]1)=O)(C)(C)C. The yield is 0.952. The catalyst is C(OCC)(=O)C. (2) The reactants are [CH2:1]([NH:3][C:4]([N:6]1[C:14]2[C:9](=[CH:10][C:11]([O:15][C:16]3[CH:21]=[CH:20][N:19]=[C:18]([NH:22][C:23]([NH:25][CH2:26][C:27](O)=[O:28])=[O:24])[CH:17]=3)=[CH:12][CH:13]=2)[CH:8]=[CH:7]1)=[O:5])[CH3:2].Cl.[OH:31][C:32]1([CH3:38])[CH2:37][CH2:36][NH:35][CH2:34][CH2:33]1. No catalyst specified. The product is [CH2:1]([NH:3][C:4]([N:6]1[C:14]2[C:9](=[CH:10][C:11]([O:15][C:16]3[CH:21]=[CH:20][N:19]=[C:18]([NH:22][C:23]([NH:25][CH2:26][C:27]([N:35]4[CH2:36][CH2:37][C:32]([OH:31])([CH3:38])[CH2:33][CH2:34]4)=[O:28])=[O:24])[CH:17]=3)=[CH:12][CH:13]=2)[CH:8]=[CH:7]1)=[O:5])[CH3:2]. The yield is 0.220. (3) The reactants are Cl[C:2]1[C:11]2[C:6](=[CH:7][CH:8]=[C:9]3[S:14][CH:13]=[CH:12][C:10]3=2)[N:5]=[CH:4][C:3]=1[C:15]([O:17][CH2:18][CH3:19])=[O:16].[CH2:20]([NH2:27])[C:21]1[CH:26]=[CH:25][CH:24]=[CH:23][CH:22]=1. No catalyst specified. The product is [CH2:20]([NH:27][C:2]1[C:11]2[C:6](=[CH:7][CH:8]=[C:9]3[S:14][CH:13]=[CH:12][C:10]3=2)[N:5]=[CH:4][C:3]=1[C:15]([O:17][CH2:18][CH3:19])=[O:16])[C:21]1[CH:26]=[CH:25][CH:24]=[CH:23][CH:22]=1. The yield is 0.130. (4) The reactants are CO.[C:3]([O:7][C:8]([NH:10][C@@H:11]([CH2:28][C:29]1[CH:34]=[CH:33][C:32]([O:35]CC2C=CC=CC=2)=[C:31]([O:43]CC2C=CC=CC=2)[CH:30]=1)[C:12]([O:14][C@H:15]([CH3:27])[C@H:16]([O:18][C:19]([C:21]1[CH:26]=[CH:25][CH:24]=[CH:23][CH:22]=1)=[O:20])[CH3:17])=[O:13])=[O:9])([CH3:6])([CH3:5])[CH3:4]. The catalyst is O1CCCC1.[Pd]. The product is [OH:43][C:31]1[CH:30]=[C:29]([CH2:28][C@H:11]([NH:10][C:8]([O:7][C:3]([CH3:5])([CH3:4])[CH3:6])=[O:9])[C:12]([O:14][C@H:15]([CH3:27])[C@H:16]([O:18][C:19]([C:21]2[CH:22]=[CH:23][CH:24]=[CH:25][CH:26]=2)=[O:20])[CH3:17])=[O:13])[CH:34]=[CH:33][C:32]=1[OH:35]. The yield is 0.950. (5) The reactants are C1([N:7]2[C:15]3[C:10](=[CH:11][CH:12]=[CH:13][CH:14]=3)[C:9]([CH2:16][CH2:17][CH2:18][N:19]3[CH2:24][CH2:23][CH:22]([C:25]4[CH:26]=[C:27]([NH:31][C:32](=[O:36])[CH:33]([CH3:35])[CH3:34])[CH:28]=[CH:29][CH:30]=4)[CH2:21][CH2:20]3)=[C:8]2[C:37]2[CH:42]=[CH:41][CH:40]=[CH:39][CH:38]=2)C=CC=CC=1.Cl.[CH3:44][O:45]C1C=CC(NN)=CC=1. No catalyst specified. The product is [CH3:44][O:45][C:12]1[CH:11]=[C:10]2[C:15](=[CH:14][CH:13]=1)[NH:7][C:8]([C:37]1[CH:38]=[CH:39][CH:40]=[CH:41][CH:42]=1)=[C:9]2[CH2:16][CH2:17][CH2:18][N:19]1[CH2:20][CH2:21][CH:22]([C:25]2[CH:26]=[C:27]([NH:31][C:32](=[O:36])[CH:33]([CH3:35])[CH3:34])[CH:28]=[CH:29][CH:30]=2)[CH2:23][CH2:24]1. The yield is 0.200.